Dataset: Forward reaction prediction with 1.9M reactions from USPTO patents (1976-2016). Task: Predict the product of the given reaction. (1) Given the reactants [ClH:1].[Cl:2][C:3]1[CH:4]=[C:5]2[C:10](=[CH:11][CH:12]=1)[CH:9]=[C:8]([S:13]([CH2:16][C@@H:17]([NH:36]C(=O)OC(C)(C)C)[C:18]([N:20]1[CH2:25][CH2:24][CH:23]([N:26]3[CH2:30][C:29]4=[CH:31][N:32]=[C:33]([CH3:34])[N:28]4[C:27]3=[O:35])[CH2:22][CH2:21]1)=[O:19])(=[O:15])=[O:14])[CH:7]=[CH:6]2, predict the reaction product. The product is: [ClH:2].[ClH:1].[NH2:36][C@H:17]([CH2:16][S:13]([C:8]1[CH:7]=[CH:6][C:5]2[C:10](=[CH:11][CH:12]=[C:3]([Cl:2])[CH:4]=2)[CH:9]=1)(=[O:14])=[O:15])[C:18]([N:20]1[CH2:21][CH2:22][CH:23]([N:26]2[CH2:30][C:29]3=[CH:31][N:32]=[C:33]([CH3:34])[N:28]3[C:27]2=[O:35])[CH2:24][CH2:25]1)=[O:19]. (2) The product is: [CH:21]1[C:26]([C:27]2[O:37][C:36]3[CH:35]=[C:34]([OH:38])[CH:33]=[C:32]([OH:39])[C:31]=3[C:29](=[O:30])[C:28]=2[OH:40])=[CH:25][CH:24]=[C:23]([OH:41])[CH:22]=1. Given the reactants C1C([C@H]2OC3C=C(O)C=C(O)C=3C(=O)C2)=CC=C(O)C=1.[CH:21]1[C:26]([C@H:27]2[O:37][C:36]3[CH:35]=[C:34]([OH:38])[CH:33]=[C:32]([OH:39])[C:31]=3[C:29](=[O:30])[C@@H:28]2[OH:40])=[CH:25][CH:24]=[C:23]([OH:41])[CH:22]=1, predict the reaction product.